From a dataset of Forward reaction prediction with 1.9M reactions from USPTO patents (1976-2016). Predict the product of the given reaction. Given the reactants Cl[C:2]1[CH:7]=[CH:6][CH:5]=[CH:4][C:3]=1[CH3:8].[CH3:9][NH:10][C:11]1[CH:16]=[CH:15][CH:14]=[CH:13][CH:12]=1.CC(C)([O-])C.[Na+], predict the reaction product. The product is: [C:3]1([CH3:8])[CH:4]=[CH:5][CH:6]=[CH:7][C:2]=1[N:10]([CH3:9])[C:11]1[CH:16]=[CH:15][CH:14]=[CH:13][CH:12]=1.